From a dataset of Full USPTO retrosynthesis dataset with 1.9M reactions from patents (1976-2016). Predict the reactants needed to synthesize the given product. (1) Given the product [CH2:1]([O:3][C:4](=[O:15])[C:5]([C:6]([C:8]1[C:13]([Cl:14])=[N:12][CH:11]=[CH:10][N:9]=1)=[O:7])=[CH:21][N:22]([CH3:24])[CH3:23])[CH3:2], predict the reactants needed to synthesize it. The reactants are: [CH2:1]([O:3][C:4](=[O:15])[CH2:5][C:6]([C:8]1[C:13]([Cl:14])=[N:12][CH:11]=[CH:10][N:9]=1)=[O:7])[CH3:2].C(OC(=O)C(C(C1C(F)=CC=CN=1)=O)=[CH:21][N:22]([CH3:24])[CH3:23])C. (2) Given the product [O:23]1[C:32]2[CH:31]=[C:30]([CH2:33][NH:1][CH:2]3[CH2:7][CH2:6][N:5]([CH2:8][CH2:9][N:10]4[C:19]5[C:14](=[CH:15][CH:16]=[C:17]([O:20][CH3:21])[CH:18]=5)[C:13](=[O:22])[CH:12]=[CH:11]4)[CH2:4][CH2:3]3)[N:29]=[CH:28][C:27]=2[O:26][CH2:25][CH2:24]1, predict the reactants needed to synthesize it. The reactants are: [NH2:1][CH:2]1[CH2:7][CH2:6][N:5]([CH2:8][CH2:9][N:10]2[C:19]3[C:14](=[CH:15][CH:16]=[C:17]([O:20][CH3:21])[CH:18]=3)[C:13](=[O:22])[CH:12]=[CH:11]2)[CH2:4][CH2:3]1.[O:23]1[C:32]2[CH:31]=[C:30]([CH:33]=O)[N:29]=[CH:28][C:27]=2[O:26][CH2:25][CH2:24]1.C(O[BH-](OC(=O)C)OC(=O)C)(=O)C.[Na+].